This data is from Full USPTO retrosynthesis dataset with 1.9M reactions from patents (1976-2016). The task is: Predict the reactants needed to synthesize the given product. (1) Given the product [F:17][CH:13]([F:18])[O:11][C:4]1[CH:3]=[C:2]([F:1])[C:7]([CH2:8][OH:9])=[C:6]([F:10])[CH:5]=1, predict the reactants needed to synthesize it. The reactants are: [F:1][C:2]1[CH:3]=[C:4]([OH:11])[CH:5]=[C:6]([F:10])[C:7]=1[CH2:8][OH:9].Cl[C:13]([F:18])([F:17])C([O-])=O.[Na+].C(=O)([O-])[O-].[Cs+].[Cs+].O. (2) Given the product [CH3:78][O:79][CH2:80][CH2:81][NH:82][C:37]([C@@H:39]1[CH2:43][CH2:42][CH2:41][N:40]1[S:44]([C:47]1[N:51]2[C@:52]([CH3:77])([CH2:64][C:65]3[CH:70]=[CH:69][C:68]([C:71]4[CH:76]=[N:75][CH:74]=[N:73][CH:72]=4)=[CH:67][CH:66]=3)[C:53](=[O:63])[N:54]([C:55]3[CH:56]=[C:57]([Cl:62])[CH:58]=[C:59]([Cl:61])[CH:60]=3)[C:50]2=[N:49][CH:48]=1)(=[O:45])=[O:46])=[O:38], predict the reactants needed to synthesize it. The reactants are: CN(C(ON1N=NC2C=CC=CC1=2)=[N+](C)C)C.[B-](F)(F)(F)F.CCN(C(C)C)C(C)C.C(O[C:37]([C@@H:39]1[CH2:43][CH2:42][CH2:41][N:40]1[S:44]([C:47]1[N:51]2[C@:52]([CH3:77])([CH2:64][C:65]3[CH:70]=[CH:69][C:68]([C:71]4[CH:72]=[N:73][CH:74]=[N:75][CH:76]=4)=[CH:67][CH:66]=3)[C:53](=[O:63])[N:54]([C:55]3[CH:60]=[C:59]([Cl:61])[CH:58]=[C:57]([Cl:62])[CH:56]=3)[C:50]2=[N:49][CH:48]=1)(=[O:46])=[O:45])=[O:38])(C)(C)C.[CH3:78][O:79][CH2:80][CH2:81][NH2:82].Cl. (3) Given the product [CH2:14]1[C:13]2([O:9][O:8][C:1]3([CH2:6][CH2:5][CH2:4][CH2:3][CH2:2]3)[O:7][O:16]2)[CH2:12][CH2:11][C:10](=[O:17])[CH2:15]1, predict the reactants needed to synthesize it. The reactants are: [C:1]1(=[O:7])[CH2:6][CH2:5][CH2:4][CH2:3][CH2:2]1.[OH:8][OH:9].[C:10]1(=[O:17])[CH2:15][CH2:14][C:13](=[O:16])[CH2:12][CH2:11]1.F[B-](F)(F)F.[H+].